From a dataset of Catalyst prediction with 721,799 reactions and 888 catalyst types from USPTO. Predict which catalyst facilitates the given reaction. (1) Reactant: [CH3:1][C:2]1[CH:7]=[CH:6][N:5]=[C:4]2[N:8]([C:12]3[CH:17]=[CH:16][C:15]([O:18][C:19]4[N:23](COCC[Si](C)(C)C)[C:22]5[CH:32]=[CH:33][CH:34]=[CH:35][C:21]=5[N:20]=4)=[CH:14][CH:13]=3)[C:9](=[O:11])[NH:10][C:3]=12.[ClH:36]. Product: [ClH:36].[ClH:36].[NH:20]1[C:21]2[CH:35]=[CH:34][CH:33]=[CH:32][C:22]=2[N:23]=[C:19]1[O:18][C:15]1[CH:16]=[CH:17][C:12]([N:8]2[C:4]3=[N:5][CH:6]=[CH:7][C:2]([CH3:1])=[C:3]3[NH:10][C:9]2=[O:11])=[CH:13][CH:14]=1. The catalyst class is: 14. (2) Reactant: [Si]([O:8][CH2:9][C@@H:10]([NH:14][C:15]([C:17]1[N:18]=[C:19]([N:22]2[CH2:25][CH:24]([S:26][C:27]3[C@H:28]([CH3:51])[C@@H:29]4[C@@H:46]([C@H:47]([OH:49])[CH3:48])[C:45](=[O:50])[N:30]4[C:31]=3[C:32]([O:34][CH2:35][C:36]3[CH:41]=[CH:40][C:39]([N+:42]([O-:44])=[O:43])=[CH:38][CH:37]=3)=[O:33])[CH2:23]2)[S:20][CH:21]=1)=[O:16])[CH:11]([CH3:13])[CH3:12])(C(C)(C)C)(C)C.C(O)(=O)C.[F-].C([N+](CCCC)(CCCC)CCCC)CCC. Product: [OH:8][CH2:9][C@@H:10]([NH:14][C:15]([C:17]1[N:18]=[C:19]([N:22]2[CH2:23][CH:24]([S:26][C:27]3[C@H:28]([CH3:51])[C@@H:29]4[C@@H:46]([C@H:47]([OH:49])[CH3:48])[C:45](=[O:50])[N:30]4[C:31]=3[C:32]([O:34][CH2:35][C:36]3[CH:37]=[CH:38][C:39]([N+:42]([O-:44])=[O:43])=[CH:40][CH:41]=3)=[O:33])[CH2:25]2)[S:20][CH:21]=1)=[O:16])[CH:11]([CH3:13])[CH3:12]. The catalyst class is: 7. (3) The catalyst class is: 12. Product: [Cl:1][C:2]1[C:7]([CH3:8])=[C:6]([OH:9])[C:5]([CH3:10])=[C:4]2[C:3]=1[O:11][C:22]([C:21]1[CH:20]=[C:19]([CH3:27])[S:18][C:17]=1[CH3:16])([CH3:23])[CH2:24][CH2:25]2. Reactant: [Cl:1][C:2]1[C:7]([CH3:8])=[C:6]([OH:9])[C:5]([CH3:10])=[CH:4][C:3]=1[OH:11].B(F)(F)F.[CH3:16][C:17]1[S:18][C:19]([CH3:27])=[CH:20][C:21]=1[C:22](O)([CH:24]=[CH2:25])[CH3:23].C(O)=C. (4) Reactant: Br[C:2]1[CH:3]=[C:4]2[C:8](=[CH:9][CH:10]=1)[C:7](=[O:11])[N:6]([C:12]1[CH:17]=[CH:16][CH:15]=[CH:14][CH:13]=1)[CH2:5]2.[B:18]1([B:18]2[O:22][C:21]([CH3:24])([CH3:23])[C:20]([CH3:26])([CH3:25])[O:19]2)[O:22][C:21]([CH3:24])([CH3:23])[C:20]([CH3:26])([CH3:25])[O:19]1.C([O-])(=O)C.[K+]. Product: [C:12]1([N:6]2[CH2:5][C:4]3[C:8](=[CH:9][CH:10]=[C:2]([B:18]4[O:22][C:21]([CH3:24])([CH3:23])[C:20]([CH3:26])([CH3:25])[O:19]4)[CH:3]=3)[C:7]2=[O:11])[CH:17]=[CH:16][CH:15]=[CH:14][CH:13]=1. The catalyst class is: 44. (5) Reactant: [CH3:1][O:2][C:3](=[O:15])[C:4]1[C:5](=[C:10](I)[CH:11]=[CH:12][CH:13]=1)[C:6]([O:8][CH3:9])=[O:7].[F:16][C:17]1[CH:22]=[C:21]([O:23][CH2:24][CH2:25][N:26]2[CH2:31][CH2:30][O:29][CH2:28][CH2:27]2)[CH:20]=[CH:19][C:18]=1[NH2:32].C1C=CC(P(C2C(C3C(P(C4C=CC=CC=4)C4C=CC=CC=4)=CC=C4C=3C=CC=C4)=C3C(C=CC=C3)=CC=2)C2C=CC=CC=2)=CC=1.C(=O)([O-])[O-].[Cs+].[Cs+]. Product: [CH3:1][O:2][C:3](=[O:15])[C:4]1[C:5](=[C:10]([NH:32][C:18]2[CH:19]=[CH:20][C:21]([O:23][CH2:24][CH2:25][N:26]3[CH2:31][CH2:30][O:29][CH2:28][CH2:27]3)=[CH:22][C:17]=2[F:16])[CH:11]=[CH:12][CH:13]=1)[C:6]([O:8][CH3:9])=[O:7]. The catalyst class is: 835. (6) Reactant: OS(O)(=O)=O.[F:6][C:7]1[CH:8]=[C:9]([NH:14][C:15](=[O:22])[CH2:16][CH:17](OC)OC)[CH:10]=[C:11]([F:13])[CH:12]=1. Product: [F:6][C:7]1[CH:12]=[C:11]([F:13])[CH:10]=[C:9]2[C:8]=1[CH:17]=[CH:16][C:15](=[O:22])[NH:14]2. The catalyst class is: 6. (7) Reactant: C(=O)([O-])[O-].[K+].[K+].[CH3:7][C:8]1[CH:13]=[C:12]([CH3:14])[CH:11]=[C:10]([CH3:15])[C:9]=1[CH:16]1[C:24](=[O:25])[CH:23]2[CH:18]([CH:19]3[O:26][CH:22]2[CH:21]([C:27]#[C:28][Si](C)(C)C)[CH2:20]3)[C:17]1=[O:33].Cl. Product: [C:27]([CH:21]1[CH2:20][CH:19]2[O:26][CH:22]1[CH:23]1[CH:18]2[C:17](=[O:33])[CH:16]([C:9]2[C:10]([CH3:15])=[CH:11][C:12]([CH3:14])=[CH:13][C:8]=2[CH3:7])[C:24]1=[O:25])#[CH:28]. The catalyst class is: 5.